This data is from NCI-60 drug combinations with 297,098 pairs across 59 cell lines. The task is: Regression. Given two drug SMILES strings and cell line genomic features, predict the synergy score measuring deviation from expected non-interaction effect. (1) Drug 1: C1CN1P(=S)(N2CC2)N3CC3. Drug 2: C1CNP(=O)(OC1)N(CCCl)CCCl. Cell line: OVCAR-8. Synergy scores: CSS=10.0, Synergy_ZIP=-5.28, Synergy_Bliss=2.35, Synergy_Loewe=-11.7, Synergy_HSA=-0.688. (2) Drug 1: CC12CCC3C(C1CCC2=O)CC(=C)C4=CC(=O)C=CC34C. Drug 2: C1C(C(OC1N2C=NC3=C(N=C(N=C32)Cl)N)CO)O. Cell line: IGROV1. Synergy scores: CSS=21.5, Synergy_ZIP=0.850, Synergy_Bliss=2.70, Synergy_Loewe=1.58, Synergy_HSA=2.26. (3) Drug 1: C1=C(C(=O)NC(=O)N1)F. Drug 2: C1CC(C1)(C(=O)O)C(=O)O.[NH2-].[NH2-].[Pt+2]. Cell line: EKVX. Synergy scores: CSS=33.4, Synergy_ZIP=-1.29, Synergy_Bliss=3.79, Synergy_Loewe=4.59, Synergy_HSA=6.09. (4) Drug 1: CC1C(C(CC(O1)OC2CC(CC3=C2C(=C4C(=C3O)C(=O)C5=C(C4=O)C(=CC=C5)OC)O)(C(=O)C)O)N)O.Cl. Drug 2: CC(C)CN1C=NC2=C1C3=CC=CC=C3N=C2N. Cell line: U251. Synergy scores: CSS=39.8, Synergy_ZIP=2.94, Synergy_Bliss=3.87, Synergy_Loewe=-29.8, Synergy_HSA=2.56. (5) Drug 1: CC12CCC3C(C1CCC2=O)CC(=C)C4=CC(=O)C=CC34C. Drug 2: C(CN)CNCCSP(=O)(O)O. Cell line: K-562. Synergy scores: CSS=8.95, Synergy_ZIP=-7.79, Synergy_Bliss=-16.5, Synergy_Loewe=-35.4, Synergy_HSA=-20.1.